From a dataset of Full USPTO retrosynthesis dataset with 1.9M reactions from patents (1976-2016). Predict the reactants needed to synthesize the given product. (1) Given the product [C:1]([O:5][C:6](=[O:40])[NH:7][C:8]1([C:12]2[CH:13]=[CH:14][C:15]([C:18]3[C:27](=[O:28])[C:26]4[C:21](=[C:22]([C:80]5[CH:81]=[N:77][NH:78][CH:79]=5)[CH:23]=[CH:24][CH:25]=4)[O:20][C:19]=3[C:34]3[CH:39]=[CH:38][CH:37]=[CH:36][CH:35]=3)=[CH:16][CH:17]=2)[CH2:9][CH2:10][CH2:11]1)([CH3:3])([CH3:4])[CH3:2], predict the reactants needed to synthesize it. The reactants are: [C:1]([O:5][C:6](=[O:40])[NH:7][C:8]1([C:12]2[CH:17]=[CH:16][C:15]([C:18]3[C:27](=[O:28])[C:26]4[C:21](=[CH:22][C:23](C5NN=CC=5)=[CH:24][CH:25]=4)[O:20][C:19]=3[C:34]3[CH:39]=[CH:38][CH:37]=[CH:36][CH:35]=3)=[CH:14][CH:13]=2)[CH2:11][CH2:10][CH2:9]1)([CH3:4])([CH3:3])[CH3:2].C(OC(=O)NC1(C2C=CC(C3C(=O)C4C(=C(Br)C=CC=4)OC=3C3C=CC=CC=3)=CC=2)CCC1)(C)(C)C.[NH:77]1[CH:81]=[C:80](B2OC(C)(C)C(C)(C)O2)[CH:79]=[N:78]1. (2) Given the product [N+:1]([C:4]1[CH:9]=[CH:8][C:7]([O:10][CH2:17][C:16]([C:15]2[CH:20]=[CH:21][C:12]([Cl:11])=[CH:13][CH:14]=2)=[O:19])=[CH:6][CH:5]=1)([O-:3])=[O:2], predict the reactants needed to synthesize it. The reactants are: [N+:1]([C:4]1[CH:9]=[CH:8][C:7]([OH:10])=[CH:6][CH:5]=1)([O-:3])=[O:2].[Cl:11][C:12]1[CH:21]=[CH:20][C:15]([C:16](=[O:19])[CH2:17]Br)=[CH:14][CH:13]=1.C1(S)C=CC=CC=1. (3) Given the product [F:1][C:2]1[C:11]([C:12]([C:14]2[N:18]3[N:19]=[C:20]([C:23]4[CH:24]=[N:25][N:26]([CH3:28])[CH:27]=4)[CH:21]=[CH:22][C:17]3=[N:16][CH:15]=2)=[O:13])=[C:10]([F:29])[CH:9]=[C:8]2[C:3]=1[CH:4]=[CH:5][CH:6]=[N:7]2, predict the reactants needed to synthesize it. The reactants are: [F:1][C:2]1[C:11]([CH:12]([C:14]2[N:18]3[N:19]=[C:20]([C:23]4[CH:24]=[N:25][N:26]([CH3:28])[CH:27]=4)[CH:21]=[CH:22][C:17]3=[N:16][CH:15]=2)[OH:13])=[C:10]([F:29])[CH:9]=[C:8]2[C:3]=1[CH:4]=[CH:5][CH:6]=[N:7]2.CC(OI1(OC(C)=O)(OC(C)=O)OC(=O)C2C=CC=CC1=2)=O.[OH-].[Na+]. (4) Given the product [NH2:17][C:18]1[N:23]=[C:22]([C:24]([NH:16][CH2:15][C:5]2[CH:6]=[N:7][C:8]([O:9][CH2:10][C:11]([F:12])([F:13])[F:14])=[C:3]([Cl:2])[CH:4]=2)=[O:25])[CH:21]=[CH:20][N:19]=1, predict the reactants needed to synthesize it. The reactants are: Cl.[Cl:2][C:3]1[CH:4]=[C:5]([CH2:15][NH2:16])[CH:6]=[N:7][C:8]=1[O:9][CH2:10][C:11]([F:14])([F:13])[F:12].[NH2:17][C:18]1[N:23]=[C:22]([C:24](O)=[O:25])[CH:21]=[CH:20][N:19]=1. (5) Given the product [Cl:18][C:13]1[CH:14]=[CH:15][CH:16]=[CH:17][C:12]=1[C:9]1[N:8]([CH2:19][C@H:20]2[CH2:25][CH2:24][CH2:23][N:22]([C:26]([O:28][C:29]([CH3:32])([CH3:31])[CH3:30])=[O:27])[CH2:21]2)[C:6]2[N:7]=[C:2]([NH:38][CH2:37][C:36]3[CH:39]=[CH:40][C:41]([F:42])=[C:34]([F:33])[CH:35]=3)[N:3]=[CH:4][C:5]=2[C:10]=1[CH3:11], predict the reactants needed to synthesize it. The reactants are: Cl[C:2]1[N:3]=[CH:4][C:5]2[C:10]([CH3:11])=[C:9]([C:12]3[CH:17]=[CH:16][CH:15]=[CH:14][C:13]=3[Cl:18])[N:8]([CH2:19][C@@H:20]3[CH2:25][CH2:24][CH2:23][N:22]([C:26]([O:28][C:29]([CH3:32])([CH3:31])[CH3:30])=[O:27])[CH2:21]3)[C:6]=2[N:7]=1.[F:33][C:34]1[CH:35]=[C:36]([CH:39]=[CH:40][C:41]=1[F:42])[CH2:37][NH2:38]. (6) Given the product [NH2:15][C:16]1[N:21]=[CH:20][N:19]=[C:18]2[N:22]([CH:26]([C:28]3[CH:35]=[C:34]([CH3:36])[C:31]([C:32]#[N:33])=[C:30]([CH:37]4[CH2:40][N:39]([CH2:52][C@@H:53]([OH:54])[CH3:55])[CH2:38]4)[C:29]=3[O:41][CH3:42])[CH3:27])[N:23]=[C:24]([CH3:25])[C:17]=12, predict the reactants needed to synthesize it. The reactants are: FC(F)(F)C(O)=O.FC(F)(F)C(O)=O.[NH2:15][C:16]1[N:21]=[CH:20][N:19]=[C:18]2[N:22]([CH:26]([C:28]3[CH:35]=[C:34]([CH3:36])[C:31]([C:32]#[N:33])=[C:30]([CH:37]4[CH2:40][NH:39][CH2:38]4)[C:29]=3[O:41][CH3:42])[CH3:27])[N:23]=[C:24]([CH3:25])[C:17]=12.CCN(C(C)C)C(C)C.[CH3:52][C@H:53]1[CH2:55][O:54]1.